This data is from Catalyst prediction with 721,799 reactions and 888 catalyst types from USPTO. The task is: Predict which catalyst facilitates the given reaction. (1) Product: [CH3:1][O:2][CH2:3][CH2:4][O:5][C:6]1[C:15]([O:16][CH2:17][CH2:18][O:19][CH3:20])=[CH:14][CH:13]=[CH:12][C:7]=1[CH2:8][OH:9]. Reactant: [CH3:1][O:2][CH2:3][CH2:4][O:5][C:6]1[C:15]([O:16][CH2:17][CH2:18][O:19][CH3:20])=[CH:14][CH:13]=[CH:12][C:7]=1[C:8](OC)=[O:9].[H-].[Al+3].[Li+].[H-].[H-].[H-].O.[OH-].[Na+]. The catalyst class is: 1. (2) Reactant: [CH2:1]([Li])[CH2:2][CH2:3][CH3:4].[C:6]([N:13]1[CH2:18][CH2:17][C:16](=[O:19])[CH2:15][CH2:14]1)([O:8][C:9]([CH3:12])([CH3:11])[CH3:10])=[O:7].[O:20]1[CH2:24][CH2:23][CH2:22][CH2:21]1. Product: [OH:19][C:16]1([C:1]2[CH:2]=[C:3]([CH3:4])[CH:21]=[CH:22][C:23]=2[CH2:24][OH:20])[CH2:17][CH2:18][N:13]([C:6]([O:8][C:9]([CH3:12])([CH3:11])[CH3:10])=[O:7])[CH2:14][CH2:15]1. The catalyst class is: 28. (3) Reactant: C[O:2][C:3]1[CH:4]=[C:5]([CH2:9][C:10]#[N:11])[CH:6]=[CH:7][CH:8]=1.B(Br)(Br)Br.O. Product: [OH:2][C:3]1[CH:4]=[C:5]([CH2:9][C:10]#[N:11])[CH:6]=[CH:7][CH:8]=1. The catalyst class is: 2. (4) Reactant: [ClH:1].C[C:3]1[C:7]([N+:8]([O-])=O)=[C:6]([C:11]([NH2:13])=[O:12])[N:5]([CH2:14][C:15]2[CH:20]=[CH:19][C:18]([O:21][CH3:22])=[CH:17][CH:16]=2)[N:4]=1.C(=O)([O-])[O-].[K+].[K+].Cl.C(OCC)(=O)C. Product: [ClH:1].[NH2:8][C:7]1[CH:3]=[N:4][N:5]([CH2:14][C:15]2[CH:20]=[CH:19][C:18]([O:21][CH3:22])=[CH:17][CH:16]=2)[C:6]=1[C:11]([NH2:13])=[O:12]. The catalyst class is: 190.